From a dataset of Forward reaction prediction with 1.9M reactions from USPTO patents (1976-2016). Predict the product of the given reaction. (1) Given the reactants [F:1][C:2]1[CH:7]=[CH:6][CH:5]=[CH:4][C:3]=1[N:8]1[C:12]([O:13][CH3:14])=[CH:11][C:10]([C:15]([OH:17])=[O:16])=[N:9]1.C([O-])(=O)C.[Na+].[Br:23]Br, predict the reaction product. The product is: [Br:23][C:11]1[C:10]([C:15]([OH:17])=[O:16])=[N:9][N:8]([C:3]2[CH:4]=[CH:5][CH:6]=[CH:7][C:2]=2[F:1])[C:12]=1[O:13][CH3:14]. (2) Given the reactants [C:1]1([CH:14]=[CH:13][CH:12]=[CH:11][N:10]=1)[S:2][S:3][C:4]1[CH:9]=CC=CN=1.SCC[OH:18], predict the reaction product. The product is: [N:10]1[CH:11]=[CH:12][CH:13]=[CH:14][C:1]=1[S:2][S:3][CH2:4][CH2:9][OH:18]. (3) Given the reactants Cl[C:2]1[NH:3][C:4]([C:12]2[CH:17]=[CH:16][CH:15]=[CH:14][C:13]=2[F:18])=[CH:5][C:6]=1[C:7]([O:9][CH2:10][CH3:11])=[O:8], predict the reaction product. The product is: [F:18][C:13]1[CH:14]=[CH:15][CH:16]=[CH:17][C:12]=1[C:4]1[NH:3][CH:2]=[C:6]([C:7]([O:9][CH2:10][CH3:11])=[O:8])[CH:5]=1. (4) Given the reactants Cl.[NH2:2][C@@H:3]1[CH2:5][C@H:4]1[C:6]1[CH:7]=[C:8]([C:12]([NH:14][CH:15]2[CH2:20][CH2:19][C:18]([F:22])([F:21])[CH2:17][CH2:16]2)=[O:13])[S:9][C:10]=1[CH3:11].CO.[O:25]1[CH2:30][CH2:29][C:28](=O)[CH2:27][CH2:26]1.[C:32](=[O:35])([O-:34])O.[Na+], predict the reaction product. The product is: [C:12]([OH:13])(=[O:25])/[CH:8]=[CH:7]/[C:32]([OH:34])=[O:35].[F:21][C:18]1([F:22])[CH2:19][CH2:20][CH:15]([NH:14][C:12]([C:8]2[S:9][C:10]([CH3:11])=[C:6]([C@@H:4]3[CH2:5][C@H:3]3[NH:2][CH:28]3[CH2:29][CH2:30][O:25][CH2:26][CH2:27]3)[CH:7]=2)=[O:13])[CH2:16][CH2:17]1. (5) Given the reactants CO[C:3]1[CH:8]=[CH:7][CH:6]=[C:5]([O:9]C)[C:4]=1[C:11]1[C:12]([C:20]([O-:22])=[O:21])=[CH:13][C:14]([N+:17]([O-:19])=[O:18])=[CH:15][CH:16]=1.BrB(Br)Br, predict the reaction product. The product is: [OH:9][C:5]1[CH:6]=[CH:7][CH:8]=[C:3]2[C:4]=1[C:11]1[CH:16]=[CH:15][C:14]([N+:17]([O-:19])=[O:18])=[CH:13][C:12]=1[C:20](=[O:21])[O:22]2. (6) Given the reactants ON1C2C=CC=CC=2N=N1.[N:11]1([C:16]2[N:17]=[CH:18][C:19]3[CH:24]([C:25]([OH:27])=O)[CH2:23][CH2:22][C:20]=3[N:21]=2)[CH:15]=[N:14][N:13]=[N:12]1.C(Cl)CCl.[F:32][C:33]1[C:38]([C:39]#[N:40])=[C:37]([CH3:41])[C:36]([C@H:42]2[O:47][CH2:46][C@H:45]3[CH2:48][NH:49][CH2:50][CH2:51][N:44]3[CH2:43]2)=[CH:35][CH:34]=1.C(N(CC)CC)C, predict the reaction product. The product is: [F:32][C:33]1[C:38]([C:39]#[N:40])=[C:37]([CH3:41])[C:36]([C@H:42]2[O:47][CH2:46][C@H:45]3[CH2:48][N:49]([C:25]([CH:24]4[C:19]5[CH:18]=[N:17][C:16]([N:11]6[CH:15]=[N:14][N:13]=[N:12]6)=[N:21][C:20]=5[CH2:22][CH2:23]4)=[O:27])[CH2:50][CH2:51][N:44]3[CH2:43]2)=[CH:35][CH:34]=1. (7) Given the reactants CC(C)([O-])C.[Na+].[F:7][C:8]1[CH:13]=[CH:12][C:11](Br)=[CH:10][CH:9]=1.[O:15]=[C:16]1[CH2:21][CH2:20][N:19]([C:22]([O:24][C:25]([CH3:28])([CH3:27])[CH3:26])=[O:23])[CH2:18][CH2:17]1, predict the reaction product. The product is: [F:7][C:8]1[CH:13]=[CH:12][C:11]([CH:21]2[C:16](=[O:15])[CH2:17][CH2:18][N:19]([C:22]([O:24][C:25]([CH3:28])([CH3:27])[CH3:26])=[O:23])[CH2:20]2)=[CH:10][CH:9]=1. (8) Given the reactants O1CCCCC1[N:7]1[C:15]2[C:10](=[CH:11][C:12]([C:16]3[N:20]=[CH:19][N:18](C(C4C=CC=CC=4)(C4C=CC=CC=4)C4C=CC=CC=4)[N:17]=3)=[CH:13][CH:14]=2)[C:9]([C:40]2[CH:41]=[C:42]([NH2:46])[CH:43]=[CH:44][CH:45]=2)=[N:8]1.[Cl:47][C:48]1[CH:55]=[C:54]([Cl:56])[CH:53]=[CH:52][C:49]=1[CH2:50]Cl.[OH2:57], predict the reaction product. The product is: [NH:18]1[CH:19]=[N:20][C:16]([C:12]2[CH:11]=[C:10]3[C:15](=[CH:14][CH:13]=2)[NH:7][N:8]=[C:9]3[C:40]2[CH:41]=[C:42]([NH:46][C:50]([C:49]3[CH:52]=[CH:53][C:54]([Cl:56])=[CH:55][C:48]=3[Cl:47])=[O:57])[CH:43]=[CH:44][CH:45]=2)=[N:17]1. (9) Given the reactants [Cl:1][C:2]1[CH:7]=[CH:6][C:5]([C@@H:8]2[O:14][CH2:13][CH2:12][N:11](C(OC(C)(C)C)=O)[CH2:10][C@H:9]2[CH2:22][NH:23][C:24](=[O:28])[CH2:25][O:26][CH3:27])=[CH:4][C:3]=1[F:29].Cl.C(O)C, predict the reaction product. The product is: [ClH:1].[Cl:1][C:2]1[CH:7]=[CH:6][C:5]([C@@H:8]2[O:14][CH2:13][CH2:12][NH:11][CH2:10][C@H:9]2[CH2:22][NH:23][C:24](=[O:28])[CH2:25][O:26][CH3:27])=[CH:4][C:3]=1[F:29].